Dataset: Catalyst prediction with 721,799 reactions and 888 catalyst types from USPTO. Task: Predict which catalyst facilitates the given reaction. (1) Reactant: [NH2:1][CH2:2][CH:3]([NH:12][C:13](=[O:19])[O:14][C:15]([CH3:18])([CH3:17])[CH3:16])[C:4]1[CH:9]=[CH:8][CH:7]=[C:6]([Cl:10])[C:5]=1[Cl:11].[CH2:20]([N:22]=[C:23]=[O:24])[CH3:21]. Product: [Cl:11][C:5]1[C:6]([Cl:10])=[CH:7][CH:8]=[CH:9][C:4]=1[CH:3]([NH:12][C:13](=[O:19])[O:14][C:15]([CH3:16])([CH3:18])[CH3:17])[CH2:2][NH:1][C:23](=[O:24])[NH:22][CH2:20][CH3:21]. The catalyst class is: 4. (2) Reactant: [OH:1][C:2]1[CH:15]=[CH:14][C:13]2[O:12][C:11]3[C:6](=[CH:7][CH:8]=[CH:9][CH:10]=3)[C:5](=[O:16])[C:4]=2[CH:3]=1.C([O-])([O-])=O.[K+].[K+].[CH2:23](Br)[C:24]#[CH:25]. Product: [C:23]([O:1][C:2]1[CH:15]=[CH:14][C:13]2[O:12][C:11]3[C:6](=[CH:7][CH:8]=[CH:9][CH:10]=3)[C:5](=[O:16])[C:4]=2[CH:3]=1)#[C:24][CH3:25]. The catalyst class is: 21.